This data is from Full USPTO retrosynthesis dataset with 1.9M reactions from patents (1976-2016). The task is: Predict the reactants needed to synthesize the given product. (1) Given the product [Br:19][C:20]1[CH:21]=[C:22]([CH2:26][C:27]([NH:1][N:2]2[N:11]=[C:10]([N:12]3[CH2:17][CH2:16][O:15][CH2:14][CH2:13]3)[C:9]3[C:4](=[CH:5][CH:6]=[CH:7][CH:8]=3)[C:3]2=[O:18])=[O:28])[CH:23]=[CH:24][CH:25]=1, predict the reactants needed to synthesize it. The reactants are: [NH2:1][N:2]1[N:11]=[C:10]([N:12]2[CH2:17][CH2:16][O:15][CH2:14][CH2:13]2)[C:9]2[C:4](=[CH:5][CH:6]=[CH:7][CH:8]=2)[C:3]1=[O:18].[Br:19][C:20]1[CH:21]=[C:22]([CH2:26][C:27](O)=[O:28])[CH:23]=[CH:24][CH:25]=1. (2) Given the product [CH2:38]([NH:41][C:33]([N:17]1[CH2:16][CH2:15][C:12]2([C:11](=[O:20])[N:10]([C:7]3[CH:8]=[CH:9][C:4]([O:3][C:2]([F:1])([F:21])[F:22])=[CH:5][CH:6]=3)[CH2:14][CH2:13]2)[CH2:19][CH2:18]1)=[O:32])[CH2:39][CH3:40], predict the reactants needed to synthesize it. The reactants are: [F:1][C:2]([F:22])([F:21])[O:3][C:4]1[CH:9]=[CH:8][C:7]([N:10]2[CH2:14][CH2:13][C:12]3([CH2:19][CH2:18][NH:17][CH2:16][CH2:15]3)[C:11]2=[O:20])=[CH:6][CH:5]=1.CCN(CC)CC.O=C(Cl)[O:32][C:33](Cl)(Cl)Cl.[CH2:38]([NH2:41])[CH2:39][CH3:40]. (3) Given the product [NH2:7][C:8]1[CH:9]=[C:10]2[C:15](=[CH:16][CH:17]=1)[CH:14]=[C:13]([OH:18])[CH:12]=[CH:11]2, predict the reactants needed to synthesize it. The reactants are: C(OC(=O)[NH:7][C:8]1[CH:17]=[CH:16][C:15]2[C:10](=[CH:11][CH:12]=[C:13]([O:18]C)[CH:14]=2)[CH:9]=1)(C)(C)C.Br. (4) Given the product [CH3:18][O:17][CH:4]([CH2:5][C:6]1[CH:11]=[CH:10][CH:9]=[C:8]([O:12][CH2:13][CH2:14][CH2:15][O:30][C:26]2[CH:25]=[C:24]3[C:29](=[CH:28][CH:27]=2)[N:20]=[CH:21][CH:22]=[CH:23]3)[CH:7]=1)[C:3]([OH:2])=[O:19], predict the reactants needed to synthesize it. The reactants are: C[O:2][C:3](=[O:19])[CH:4]([O:17][CH3:18])[CH2:5][C:6]1[CH:11]=[CH:10][CH:9]=[C:8]([O:12][CH2:13][CH2:14][CH2:15]Br)[CH:7]=1.[N:20]1[C:29]2[C:24](=[CH:25][C:26]([OH:30])=[CH:27][CH:28]=2)[CH:23]=[CH:22][CH:21]=1.CO[C@@H](CC1C=CC(OCCCOC2C=CC=CC=2)=CC=1)C(O)=O.